Dataset: Forward reaction prediction with 1.9M reactions from USPTO patents (1976-2016). Task: Predict the product of the given reaction. (1) Given the reactants [CH:1](NC(C)C)(C)C.[OH:8][C@H:9]1[CH2:13][C:12](=[O:14])[N:11]([C:15]2[CH:22]=[CH:21][C:18]([C:19]#[N:20])=[C:17]([C:23]([F:26])([F:25])[F:24])[CH:16]=2)[C@H:10]1[CH3:27].IC.C(O)(=O)C, predict the reaction product. The product is: [OH:8][C@H:9]1[C@H:13]([CH3:1])[C:12](=[O:14])[N:11]([C:15]2[CH:22]=[CH:21][C:18]([C:19]#[N:20])=[C:17]([C:23]([F:26])([F:24])[F:25])[CH:16]=2)[C@H:10]1[CH3:27]. (2) Given the reactants I[C:2]1[N:6]2[CH:7]=[CH:8][C:9]([C:11]3[CH:16]=[CH:15][CH:14]=[CH:13][CH:12]=3)=[CH:10][C:5]2=[N:4][CH:3]=1.[C:17]1(B(O)O)[CH:22]=[CH:21][CH:20]=[CH:19][CH:18]=1.C(=O)([O-])[O-].[Na+].[Na+], predict the reaction product. The product is: [C:17]1([C:2]2[N:6]3[CH:7]=[CH:8][C:9]([C:11]4[CH:16]=[CH:15][CH:14]=[CH:13][CH:12]=4)=[CH:10][C:5]3=[N:4][CH:3]=2)[CH:22]=[CH:21][CH:20]=[CH:19][CH:18]=1. (3) Given the reactants [C:1]1([CH3:7])C=CC=C[CH:2]=1.[CH3:8][O:9][C:10]([C:12]1[CH:13]=[C:14]([C:18]([OH:20])=O)[CH:15]=[CH:16][CH:17]=1)=[O:11].S(Cl)(Cl)=O.C[N:26](C=O)C, predict the reaction product. The product is: [CH:1]1([NH:26][C:18]([C:14]2[CH:13]=[C:12]([CH:17]=[CH:16][CH:15]=2)[C:10]([O:9][CH3:8])=[O:11])=[O:20])[CH2:2][CH2:7]1.